Task: Predict the reaction yield, written as a fraction of the theoretical maximum amount of product (1.0 means a 100% yield; for example, 0.34 means a 34% yield).. Dataset: Reaction yield outcomes from USPTO patents with 853,638 reactions The reactants are Cl[CH2:2][CH2:3][S:4][C:5]1[CH:11]=[CH:10][CH:9]=[CH:8][C:6]=1[NH2:7].C(=O)([O-])[O-].[K+].[K+].[I-].[Na+]. The catalyst is CN(C=O)C.C(OCC)(=O)C. The product is [S:4]1[CH2:3][CH2:2][NH:7][C:6]2[CH:8]=[CH:9][CH:10]=[CH:11][C:5]1=2. The yield is 0.990.